This data is from Forward reaction prediction with 1.9M reactions from USPTO patents (1976-2016). The task is: Predict the product of the given reaction. (1) Given the reactants [CH2:1]([C:5]1[N:10]=[C:9]([OH:11])[CH:8]=[CH:7][CH:6]=1)[CH2:2][CH2:3][CH3:4].[F:12][C:13]([F:26])([F:25])[S:14](O[S:14]([C:13]([F:26])([F:25])[F:12])(=[O:16])=[O:15])(=[O:16])=[O:15], predict the reaction product. The product is: [F:12][C:13]([F:26])([F:25])[S:14]([O:11][C:9]1[CH:8]=[CH:7][CH:6]=[C:5]([CH2:1][CH2:2][CH2:3][CH3:4])[N:10]=1)(=[O:16])=[O:15]. (2) Given the reactants [CH2:1]([O:8][C:9]1[CH:14]=[C:13]([O:15][CH2:16][C:17]2[CH:22]=[CH:21][CH:20]=[CH:19][CH:18]=2)[C:12]([CH:23]([CH3:25])[CH3:24])=[CH:11][C:10]=1[C:26]1[O:30][N:29]=[C:28]([C:31]([NH:33][CH2:34][CH3:35])=[O:32])[C:27]=1I)[C:2]1[CH:7]=[CH:6][CH:5]=[CH:4][CH:3]=1.C([Sn](CCCC)(CCCC)[C:42]1[O:46][N:45]=[C:44]([C:47](OCC)=O)[CH:43]=1)CCC, predict the reaction product. The product is: [CH2:1]([O:8][C:9]1[CH:14]=[C:13]([O:15][CH2:16][C:17]2[CH:22]=[CH:21][CH:20]=[CH:19][CH:18]=2)[C:12]([CH:23]([CH3:25])[CH3:24])=[CH:11][C:10]=1[C:26]1[O:30][N:29]=[C:28]([C:31]([NH:33][CH2:34][CH3:35])=[O:32])[C:27]=1[C:42]1[O:46][N:45]=[C:44]([CH3:47])[CH:43]=1)[C:2]1[CH:7]=[CH:6][CH:5]=[CH:4][CH:3]=1. (3) Given the reactants C(N(CC)CC)C.[NH2:8][C:9]1[N:17]=[C:16]([CH3:18])[CH:15]=[CH:14][C:10]=1[C:11]([OH:13])=O.[F:19][C:20]([F:37])([F:36])[C:21]1[CH:26]=[CH:25][C:24]([O:27][C:28]2[CH:29]=[C:30]([CH:33]=[CH:34][CH:35]=2)[CH2:31][NH2:32])=[CH:23][CH:22]=1.CN([P+](ON1N=NC2C=CC=CC1=2)(N(C)C)N(C)C)C.F[P-](F)(F)(F)(F)F, predict the reaction product. The product is: [F:19][C:20]([F:36])([F:37])[C:21]1[CH:22]=[CH:23][C:24]([O:27][C:28]2[CH:29]=[C:30]([CH2:31][NH:32][C:11](=[O:13])[C:10]3[CH:14]=[CH:15][C:16]([CH3:18])=[N:17][C:9]=3[NH2:8])[CH:33]=[CH:34][CH:35]=2)=[CH:25][CH:26]=1.